Dataset: Forward reaction prediction with 1.9M reactions from USPTO patents (1976-2016). Task: Predict the product of the given reaction. (1) Given the reactants [O:1]=[C:2]1[NH:7][C:6]2[CH:8]=[C:9]([C:12]3[CH:17]([C:18]4[CH:23]=[CH:22][CH:21]=[CH:20][CH:19]=4)[S:16][C:15]4=[N:24][C:25]([C:27]([O:29]CC)=[O:28])=[CH:26][N:14]4[CH:13]=3)[CH:10]=[CH:11][C:5]=2[O:4][CH2:3]1.[OH-].[Na+].Cl, predict the reaction product. The product is: [O:1]=[C:2]1[NH:7][C:6]2[CH:8]=[C:9]([C:12]3[CH:17]([C:18]4[CH:19]=[CH:20][CH:21]=[CH:22][CH:23]=4)[S:16][C:15]4=[N:24][C:25]([C:27]([OH:29])=[O:28])=[CH:26][N:14]4[CH:13]=3)[CH:10]=[CH:11][C:5]=2[O:4][CH2:3]1. (2) Given the reactants [CH2:1]([CH2:3][NH2:4])[OH:2].[CH2:5]([O:9][CH2:10][CH2:11][CH2:12][CH2:13][CH2:14][CH2:15][CH2:16][CH2:17][CH2:18][CH2:19][CH2:20][CH2:21][CH2:22][CH2:23][CH2:24][CH3:25])[CH:6]1[O:8][CH2:7]1, predict the reaction product. The product is: [OH:8][CH:6]([CH2:5][O:9][CH2:10][CH2:11][CH2:12][CH2:13][CH2:14][CH2:15][CH2:16][CH2:17][CH2:18][CH2:19][CH2:20][CH2:21][CH2:22][CH2:23][CH2:24][CH3:25])[CH2:7][NH:4][CH2:3][CH2:1][OH:2]. (3) Given the reactants [CH:1]1([N:7]2[CH2:13][C:12]([F:15])([F:14])[C:11](=[O:16])[N:10]([CH3:17])[C:9]3[CH:18]=[N:19][C:20]([NH:22][C:23]4[CH:31]=[CH:30][C:26]([C:27](O)=[O:28])=[CH:25][C:24]=4[O:32][CH3:33])=[N:21][C:8]2=3)[CH2:6][CH2:5][CH2:4][CH2:3][CH2:2]1.[CH2:34]([N:36](CC)CC)C.F[P-](F)(F)(F)(F)F.CN(C(N(C)C)=[N+]1C2C(=NC=CC=2)[N+]([O-])=N1)C.Cl.CN, predict the reaction product. The product is: [CH:1]1([N:7]2[CH2:13][C:12]([F:14])([F:15])[C:11](=[O:16])[N:10]([CH3:17])[C:9]3[CH:18]=[N:19][C:20]([NH:22][C:23]4[CH:31]=[CH:30][C:26]([C:27]([NH:36][CH3:34])=[O:28])=[CH:25][C:24]=4[O:32][CH3:33])=[N:21][C:8]2=3)[CH2:2][CH2:3][CH2:4][CH2:5][CH2:6]1. (4) Given the reactants [H-].[Na+].[CH2:3]([N:7]1[CH:12]=[CH:11][C:10](=[O:13])[N:9]([CH3:14])[C:8]1=[O:15])[CH:4]([CH3:6])[CH3:5].C1(C)C=CC(S([CH:25]([N+:27]#[C-:28])[CH3:26])(=O)=O)=CC=1, predict the reaction product. The product is: [CH2:3]([N:7]1[C:12]2=[C:25]([CH3:26])[NH:27][CH:28]=[C:11]2[C:10](=[O:13])[N:9]([CH3:14])[C:8]1=[O:15])[CH:4]([CH3:6])[CH3:5]. (5) Given the reactants C[C:2]1[CH:7]=[CH:6][CH:5]=[CH:4][C:3]=1[N+:8]([O-:10])=O.C([C:13]1[CH:18]=[CH:17][CH:16]=[CH:15][C:14]=1[N+:19]([O-])=O)C.[N+](C1C=CC=CC=1)([O-])=O, predict the reaction product. The product is: [N+:8]([C:3]1[CH:2]=[CH:7][CH:6]=[CH:5][CH:4]=1)(=[N:19][C:14]1[CH:15]=[CH:16][CH:17]=[CH:18][CH:13]=1)[O-:10].